From a dataset of PAMPA (Parallel Artificial Membrane Permeability Assay) permeability data from NCATS. Regression/Classification. Given a drug SMILES string, predict its absorption, distribution, metabolism, or excretion properties. Task type varies by dataset: regression for continuous measurements (e.g., permeability, clearance, half-life) or binary classification for categorical outcomes (e.g., BBB penetration, CYP inhibition). Dataset: pampa_ncats. (1) The drug is CCN1C2=C(C=CC(=C2)NC(=O)CC3=CC=C(C=C3)OC)S(=O)C4=CC=CC=C4C1=O. The result is 1 (high permeability). (2) The drug is CC(C(C)(C)C)NCC1=CC2=C(C=C1)N(C(=N2)NC(=O)C3=CC=C(S3)C4=CNN=C4)CC(C)(C)O. The result is 1 (high permeability).